This data is from Full USPTO retrosynthesis dataset with 1.9M reactions from patents (1976-2016). The task is: Predict the reactants needed to synthesize the given product. (1) Given the product [C:2](/[C:3](=[C:24](\[NH2:25])/[CH2:23][C:17]1[CH:22]=[CH:21][CH:20]=[CH:19][CH:18]=1)/[C:4]([O:6][CH3:7])=[O:5])(=[O:1])[CH3:8], predict the reactants needed to synthesize it. The reactants are: [O:1]=[C:2]([CH3:8])[CH2:3][C:4]([O:6][CH3:7])=[O:5].Cl[Sn](Cl)(Cl)Cl.ClCCl.[C:17]1([CH2:23][C:24]#[N:25])[CH:22]=[CH:21][CH:20]=[CH:19][CH:18]=1. (2) Given the product [NH:1]1[C:9]2[C:4](=[CH:5][C:6]([NH:10][C:11]3[CH:16]=[CH:15][N:14]=[C:13]([C:17]4[CH:18]=[C:19]([CH:24]=[CH:25][CH:26]=4)[C:20]([OH:22])=[O:21])[N:12]=3)=[CH:7][CH:8]=2)[CH:3]=[N:2]1, predict the reactants needed to synthesize it. The reactants are: [NH:1]1[C:9]2[C:4](=[CH:5][C:6]([NH:10][C:11]3[CH:16]=[CH:15][N:14]=[C:13]([C:17]4[CH:18]=[C:19]([CH:24]=[CH:25][CH:26]=4)[C:20]([O:22]C)=[O:21])[N:12]=3)=[CH:7][CH:8]=2)[CH:3]=[N:2]1.[OH-].[Na+].